The task is: Predict the product of the given reaction.. This data is from Forward reaction prediction with 1.9M reactions from USPTO patents (1976-2016). (1) Given the reactants [CH:1]1([C:4]2[CH:8]=[C:7]([NH2:9])[N:6]([C:10]3[CH:15]=[CH:14][CH:13]=[CH:12][CH:11]=3)[N:5]=2)[CH2:3][CH2:2]1.C(N(CC)CC)C.Cl[C:24]([O:26][C:27]1[CH:32]=[CH:31][CH:30]=[CH:29][CH:28]=1)=[O:25], predict the reaction product. The product is: [CH:1]1([C:4]2[CH:8]=[C:7]([NH:9][C:24](=[O:25])[O:26][C:27]3[CH:32]=[CH:31][CH:30]=[CH:29][CH:28]=3)[N:6]([C:10]3[CH:15]=[CH:14][CH:13]=[CH:12][CH:11]=3)[N:5]=2)[CH2:3][CH2:2]1. (2) Given the reactants [CH:1]1[CH:6]=[N:5][CH:4]=[C:3]([C:7]([OH:9])=[O:8])[CH:2]=1.[CH2:10](N(C(C)C)C(C)C)C.CCN=C=NCCCN(C)C.Cl.C1C=CC2N(O)N=NC=2C=1.[CH2:41]([C:44]1[CH:49]=[CH:48][C:47]([O:50][C:51](=[O:58])[CH2:52][CH:53](O)[C:54]([OH:56])=[O:55])=[C:46]([O:59][CH3:60])[CH:45]=1)[CH:42]=[CH2:43], predict the reaction product. The product is: [CH3:10][O:56][C:54](=[O:55])[CH:53]([O:8][C:7]([C:3]1[CH:4]=[N:5][CH:6]=[CH:1][CH:2]=1)=[O:9])[CH2:52][C:51]([O:50][C:47]1[CH:48]=[CH:49][C:44]([CH2:41][CH:42]=[CH2:43])=[CH:45][C:46]=1[O:59][CH3:60])=[O:58]. (3) Given the reactants [C:1]([O:4][CH:5]1[CH2:10][CH2:9][CH:8]([C:11](=[O:15])[CH:12]=[N+]=[N-])[CH2:7][CH2:6]1)(=[O:3])[CH3:2].[BrH:16], predict the reaction product. The product is: [C:1]([O:4][CH:5]1[CH2:10][CH2:9][CH:8]([C:11](=[O:15])[CH2:12][Br:16])[CH2:7][CH2:6]1)(=[O:3])[CH3:2]. (4) Given the reactants [Cl:1][C:2]1[CH:10]=[CH:9][CH:8]=[C:7]([CH3:11])[C:3]=1[C:4]([OH:6])=[O:5].[CH3:12]N(C=O)C.C(Cl)(=O)C(Cl)=O, predict the reaction product. The product is: [CH3:12][O:5][C:4](=[O:6])[C:3]1[C:7]([CH3:11])=[CH:8][CH:9]=[CH:10][C:2]=1[Cl:1]. (5) Given the reactants [H-].[Na+].Cl[C:4]1[C:9]([CH2:10][N:11]([CH3:21])[CH2:12][C@@H:13]([C:15]2[S:16][CH:17]=[C:18]([CH3:20])[N:19]=2)[OH:14])=[CH:8][CH:7]=[C:6]([Cl:22])[N:5]=1, predict the reaction product. The product is: [Cl:22][C:6]1[CH:7]=[CH:8][C:9]2[CH2:10][N:11]([CH3:21])[CH2:12][C@@H:13]([C:15]3[S:16][CH:17]=[C:18]([CH3:20])[N:19]=3)[O:14][C:4]=2[N:5]=1. (6) Given the reactants [N:1]1[CH:2]=[CH:3][N:4]2[CH:9]=[C:8]([NH:10][C:11]3[N:15]=[C:14]([N:16](CC4C=CC(OC)=CC=4)CC4C=CC(OC)=CC=4)[N:13](CC4C=CC(OC)=CC=4)[N:12]=3)[CH:7]=[CH:6][C:5]=12.C(O)(C(F)(F)F)=O, predict the reaction product. The product is: [N:1]1[CH:2]=[CH:3][N:4]2[CH:9]=[C:8]([NH:10][C:11]3[N:15]=[C:14]([NH2:16])[NH:13][N:12]=3)[CH:7]=[CH:6][C:5]=12. (7) Given the reactants [F:1][C:2]1([F:26])[CH2:7][CH2:6][CH:5]([CH2:8][C:9]2[N:13]3[C:14]([CH3:21])=[CH:15][C:16]([C:18]([OH:20])=O)=[CH:17][C:12]3=[N:11][C:10]=2[C:22]([F:25])([F:24])[F:23])[CH2:4][CH2:3]1.Cl.[O:28]1[CH2:34][CH:33]([CH2:35][NH2:36])[CH2:32][O:31][CH2:30][CH2:29]1, predict the reaction product. The product is: [O:28]1[CH2:34][CH:33]([CH2:35][NH:36][C:18]([C:16]2[CH:15]=[C:14]([CH3:21])[N:13]3[C:9]([CH2:8][CH:5]4[CH2:6][CH2:7][C:2]([F:26])([F:1])[CH2:3][CH2:4]4)=[C:10]([C:22]([F:24])([F:23])[F:25])[N:11]=[C:12]3[CH:17]=2)=[O:20])[CH2:32][O:31][CH2:30][CH2:29]1. (8) Given the reactants [CH:1]1([C:4]2[N:5]([CH2:10][CH2:11][NH2:12])[CH:6]=[C:7]([I:9])[N:8]=2)[CH2:3][CH2:2]1.[F:13][C:14]1[CH:15]=[C:16]([CH2:24][CH2:25][CH:26]=O)[CH:17]=[CH:18][C:19]=1[C:20]([F:23])([F:22])[F:21], predict the reaction product. The product is: [CH:1]1([C:4]2[N:5]3[CH2:10][CH2:11][NH:12][CH:26]([CH2:25][CH2:24][C:16]4[CH:17]=[CH:18][C:19]([C:20]([F:21])([F:22])[F:23])=[C:14]([F:13])[CH:15]=4)[C:6]3=[C:7]([I:9])[N:8]=2)[CH2:3][CH2:2]1.